The task is: Predict the reaction yield, written as a fraction of the theoretical maximum amount of product (1.0 means a 100% yield; for example, 0.34 means a 34% yield).. This data is from Reaction yield outcomes from USPTO patents with 853,638 reactions. (1) The reactants are N[C@@](C1C=CC2C(=CC=C(O[C@H]3CC[C@H](C(C)(C)C)CC3)C=2C2C=CC(OC(F)(F)F)=CC=2)C=1)(C)CO.[C:38]([C@H:42]1[CH2:47][CH2:46][C@H:45]([O:48][C:49]2[C:50]([C:66]3[CH:71]=[CH:70][C:69]([O:72][CH2:73][CH3:74])=[CH:68][CH:67]=3)=[C:51]3[C:56](=[CH:57][CH:58]=2)[CH:55]=[C:54]([C@:59]2([CH3:65])[CH2:63][O:62]C(=O)[NH:60]2)[CH:53]=[CH:52]3)[CH2:44][CH2:43]1)([CH3:41])([CH3:40])[CH3:39]. No catalyst specified. The product is [NH2:60][C@@:59]([C:54]1[CH:53]=[CH:52][C:51]2[C:56](=[CH:57][CH:58]=[C:49]([O:48][C@H:45]3[CH2:46][CH2:47][C@H:42]([C:38]([CH3:39])([CH3:41])[CH3:40])[CH2:43][CH2:44]3)[C:50]=2[C:66]2[CH:71]=[CH:70][C:69]([O:72][CH2:73][CH3:74])=[CH:68][CH:67]=2)[CH:55]=1)([CH3:65])[CH2:63][OH:62]. The yield is 0.350. (2) The reactants are [N:1]1[CH:6]=[CH:5][CH:4]=[CH:3][C:2]=1[C:7]1[N:11]=[C:10]([NH2:12])[NH:9][N:8]=1.[NH:13]1[C:17]2[CH:18]=[CH:19][C:20]([C:22](=O)[CH2:23][C:24](OCC)=[O:25])=[CH:21][C:16]=2[N:15]=[N:14]1.CC1C=CC(S(O)(=O)=O)=CC=1. The catalyst is C1(OC2C=CC=CC=2)C=CC=CC=1. The product is [NH:13]1[C:17]2[CH:18]=[CH:19][C:20]([C:22]3[NH:12][C:10]4[N:9]([N:8]=[C:7]([C:2]5[CH:3]=[CH:4][CH:5]=[CH:6][N:1]=5)[N:11]=4)[C:24](=[O:25])[CH:23]=3)=[CH:21][C:16]=2[N:15]=[N:14]1. The yield is 0.180. (3) The reactants are [N:1]1[CH:6]=[C:5]([CH2:7][C:8]2[C:9](=[O:15])[NH:10][C:11](=[S:14])[NH:12][CH:13]=2)[CH:4]=[N:3][CH:2]=1.CCN(C(C)C)C(C)C.Cl[CH2:26][C:27]1[CH:28]=[CH:29][C:30]([O:35][C:36]2[CH:41]=[CH:40][C:39]([C:42]([F:45])([F:44])[F:43])=[CH:38][N:37]=2)=[C:31]([CH:34]=1)[C:32]#[N:33]. The catalyst is C(Cl)Cl. The product is [O:15]=[C:9]1[C:8]([CH2:7][C:5]2[CH:6]=[N:1][CH:2]=[N:3][CH:4]=2)=[CH:13][NH:12][C:11]([S:14][CH2:26][C:27]2[CH:28]=[CH:29][C:30]([O:35][C:36]3[CH:41]=[CH:40][C:39]([C:42]([F:45])([F:43])[F:44])=[CH:38][N:37]=3)=[C:31]([CH:34]=2)[C:32]#[N:33])=[N:10]1. The yield is 0.416. (4) The reactants are [NH2:1][C:2]1[CH:3]=[C:4]([C:8]2[CH2:9][CH2:10][N:11]([C:14]([O:16][C:17]([CH3:20])([CH3:19])[CH3:18])=[O:15])[CH2:12][CH:13]=2)[CH:5]=[CH:6][CH:7]=1. The catalyst is C(O)C.[Pd]. The product is [NH2:1][C:2]1[CH:3]=[C:4]([CH:8]2[CH2:9][CH2:10][N:11]([C:14]([O:16][C:17]([CH3:20])([CH3:19])[CH3:18])=[O:15])[CH2:12][CH2:13]2)[CH:5]=[CH:6][CH:7]=1. The yield is 0.840. (5) The reactants are [CH3:1][N:2]([CH3:18])[CH2:3][CH2:4][N:5]([CH3:17])[C:6](=[O:16])[C:7]1[CH:12]=[CH:11][C:10]([N+:13]([O-])=O)=[CH:9][CH:8]=1. The catalyst is CO.[Pd]. The product is [NH2:13][C:10]1[CH:11]=[CH:12][C:7]([C:6]([N:5]([CH2:4][CH2:3][N:2]([CH3:1])[CH3:18])[CH3:17])=[O:16])=[CH:8][CH:9]=1. The yield is 1.00. (6) The reactants are C[O:2][C:3]([C:5]1[O:6][C:7]([CH2:10][O:11][C:12]2[CH:17]=[CH:16][C:15](I)=[CH:14][CH:13]=2)=[CH:8][CH:9]=1)=[O:4].[CH3:19][C:20]1[CH:25]=[CH:24][C:23](B(O)O)=[CH:22][CH:21]=1.[OH-].[Na+]. The catalyst is C([O-])(=O)C.[Pd+2].C([O-])(=O)C.O. The product is [CH3:19][C:20]1[CH:25]=[CH:24][C:23]([C:15]2[CH:16]=[CH:17][C:12]([O:11][CH2:10][C:7]3[O:6][C:5]([C:3]([OH:2])=[O:4])=[CH:9][CH:8]=3)=[CH:13][CH:14]=2)=[CH:22][CH:21]=1. The yield is 0.840. (7) The product is [C:17]1([C:7]2[CH:12]=[CH:11][C:10]([CH2:13][CH2:14][OH:15])=[CH:9][CH:8]=2)[CH:22]=[CH:21][CH:20]=[CH:19][CH:18]=1. The yield is 0.870. The catalyst is CCOCC. The reactants are [H-].[H-].[H-].[H-].[Li+].[Al+3].[C:7]1([C:17]2[CH:22]=[CH:21][CH:20]=[CH:19][CH:18]=2)[CH:12]=[CH:11][C:10]([CH2:13][C:14](O)=[O:15])=[CH:9][CH:8]=1.O.[OH-].[K+]. (8) The reactants are [Cl:1][C:2]1[CH:3]=[C:4]([CH:32]=[C:33]([Cl:35])[CH:34]=1)[CH2:5][N:6]([CH2:24][C:25]1[CH:30]=[CH:29][C:28]([F:31])=[CH:27][CH:26]=1)[C:7]([C:9]1[CH:10]=[C:11]([CH:21]=[CH:22][CH:23]=1)[CH2:12][NH:13]C(=O)OC(C)(C)C)=[O:8].C(O)(C(F)(F)F)=O. The catalyst is C(Cl)Cl. The product is [NH2:13][CH2:12][C:11]1[CH:10]=[C:9]([CH:23]=[CH:22][CH:21]=1)[C:7]([N:6]([CH2:5][C:4]1[CH:32]=[C:33]([Cl:35])[CH:34]=[C:2]([Cl:1])[CH:3]=1)[CH2:24][C:25]1[CH:26]=[CH:27][C:28]([F:31])=[CH:29][CH:30]=1)=[O:8]. The yield is 0.950.